Dataset: Reaction yield outcomes from USPTO patents with 853,638 reactions. Task: Predict the reaction yield, written as a fraction of the theoretical maximum amount of product (1.0 means a 100% yield; for example, 0.34 means a 34% yield). The reactants are Br[CH:2]1[C:7](=O)[CH2:6][CH2:5][CH:4]([C:9]([O:11][CH2:12][CH3:13])=[O:10])[CH2:3]1.[C:14]([NH2:17])(=[O:16])[CH3:15].O. The catalyst is ClCCCl. The product is [CH3:15][C:14]1[O:16][C:2]2[CH2:3][CH:4]([C:9]([O:11][CH2:12][CH3:13])=[O:10])[CH2:5][CH2:6][C:7]=2[N:17]=1. The yield is 0.310.